This data is from Catalyst prediction with 721,799 reactions and 888 catalyst types from USPTO. The task is: Predict which catalyst facilitates the given reaction. Reactant: [NH2:1][CH2:2][C:3]1[CH:4]=[C:5]([O:24][C:25]2[N:30]=[C:29]([O:31][C@H:32]([CH2:40][CH3:41])[C:33]([O:35][C:36]([CH3:39])([CH3:38])[CH3:37])=[O:34])[C:28]([F:42])=[CH:27][C:26]=2[F:43])[CH:6]=[C:7]([C:9]2[CH:14]=[CH:13][CH:12]=[C:11]([CH2:15][NH:16][C:17]([O:19][C:20]([CH3:23])([CH3:22])[CH3:21])=[O:18])[CH:10]=2)[CH:8]=1.CCN(C(C)C)C(C)C.[Cl:53][CH2:54][CH2:55][CH2:56][S:57](Cl)(=[O:59])=[O:58]. Product: [C:20]([O:19][C:17]([NH:16][CH2:15][C:11]1[CH:10]=[C:9]([C:7]2[CH:8]=[C:3]([CH2:2][NH:1][S:57]([CH2:56][CH2:55][CH2:54][Cl:53])(=[O:59])=[O:58])[CH:4]=[C:5]([O:24][C:25]3[N:30]=[C:29]([O:31][C@H:32]([CH2:40][CH3:41])[C:33]([O:35][C:36]([CH3:39])([CH3:38])[CH3:37])=[O:34])[C:28]([F:42])=[CH:27][C:26]=3[F:43])[CH:6]=2)[CH:14]=[CH:13][CH:12]=1)=[O:18])([CH3:22])([CH3:21])[CH3:23]. The catalyst class is: 2.